Dataset: Reaction yield outcomes from USPTO patents with 853,638 reactions. Task: Predict the reaction yield, written as a fraction of the theoretical maximum amount of product (1.0 means a 100% yield; for example, 0.34 means a 34% yield). (1) The yield is 0.850. The reactants are [CH2:1]([O:3][C:4](=[O:21])[C:5]1[CH:10]=[CH:9][C:8]([NH:11][CH:12]=[C:13]([C:19]#[N:20])[C:14]([O:16]CC)=O)=[CH:7][CH:6]=1)[CH3:2]. The product is [CH2:1]([O:3][C:4]([C:5]1[CH:6]=[C:7]2[C:8](=[CH:9][CH:10]=1)[NH:11][CH:12]=[C:13]([C:19]#[N:20])[C:14]2=[O:16])=[O:21])[CH3:2]. The catalyst is C1(OC2C=CC=CC=2)C=CC=CC=1. (2) The product is [C:1]([O:34][CH2:33][CH2:32][CH2:31][C:25]1[CH:30]=[CH:29][CH:28]=[CH:27][CH:26]=1)(=[O:10])[CH:2]=[CH:3][C:4]1[CH:9]=[CH:8][CH:7]=[CH:6][CH:5]=1. The reactants are [CH:1](=[O:10])[CH:2]=[CH:3][C:4]1[CH:9]=[CH:8][CH:7]=[CH:6][CH:5]=1.C(C1C(=O)C(Cl)=C(Cl)C(=O)C=1C#N)#N.[C:25]1([CH2:31][CH2:32][CH2:33][OH:34])[CH:30]=[CH:29][CH:28]=[CH:27][CH:26]=1.O.[O-2].[O-2].[O-2].O=[Si]=O.O=[Si]=O.O=[Si]=O.O=[Si]=O.[Al+3].[Al+3]. The catalyst is C1(C)C=CC=CC=1. The yield is 0.840.